This data is from Forward reaction prediction with 1.9M reactions from USPTO patents (1976-2016). The task is: Predict the product of the given reaction. Given the reactants [Cl:1][C:2]1[CH:19]=[CH:18][C:5]([C:6]([N:8]([C:10]2[CH:15]=[CH:14][CH:13]=[CH:12][C:11]=2[O:16][CH3:17])[CH3:9])=[O:7])=[CH:4][C:3]=1[C:20]1[CH:21]=[N:22][C:23]([C:26]#[N:27])=[CH:24][CH:25]=1.C([O-])([O-])=[O:29].[K+].[K+].CCOC(C)=O.O, predict the reaction product. The product is: [Cl:1][C:2]1[CH:19]=[CH:18][C:5]([C:6](=[O:7])[N:8]([C:10]2[CH:15]=[CH:14][CH:13]=[CH:12][C:11]=2[O:16][CH3:17])[CH3:9])=[CH:4][C:3]=1[C:20]1[CH:25]=[CH:24][C:23]([C:26]([NH2:27])=[O:29])=[N:22][CH:21]=1.